This data is from Reaction yield outcomes from USPTO patents with 853,638 reactions. The task is: Predict the reaction yield, written as a fraction of the theoretical maximum amount of product (1.0 means a 100% yield; for example, 0.34 means a 34% yield). (1) The yield is 0.319. The reactants are [F:1][C:2]([F:25])([F:24])[C:3]1[CH:8]=[CH:7][C:6]([S:9]([N:12]2[CH2:17][CH2:16][O:15][C:14]3[N:18]=[CH:19][C:20]([C:22]#[N:23])=[CH:21][C:13]2=3)(=[O:11])=[O:10])=[CH:5][CH:4]=1.[NH2:26][CH2:27][C:28](N)([CH3:30])[CH3:29].[S]. The product is [CH3:29][C:28]1([CH3:30])[CH2:27][NH:26][C:22]([C:20]2[CH:19]=[N:18][C:14]3[O:15][CH2:16][CH2:17][N:12]([S:9]([C:6]4[CH:7]=[CH:8][C:3]([C:2]([F:24])([F:1])[F:25])=[CH:4][CH:5]=4)(=[O:10])=[O:11])[C:13]=3[CH:21]=2)=[N:23]1. The catalyst is C1(C)C=CC=CC=1. (2) The reactants are [O:1]=[C:2]1[CH2:6][CH2:5][CH2:4][N:3]1[C:7]1[CH:8]=[C:9]([CH:13]=[CH:14][CH:15]=1)[C:10]([OH:12])=O.C(Cl)(=O)C(Cl)=O.O1CCCC1.[NH2:27][C:28]1[CH:29]=[C:30]([CH:47]=[CH:48][CH:49]=1)[O:31][C:32]1[CH:33]=[CH:34][C:35]2[N:36]([CH:38]=[C:39]([NH:41][C:42]([CH:44]3[CH2:46][CH2:45]3)=[O:43])[N:40]=2)[N:37]=1. The catalyst is CN(C)C=O.CN1CCCC1=O. The product is [CH:44]1([C:42]([NH:41][C:39]2[N:40]=[C:35]3[CH:34]=[CH:33][C:32]([O:31][C:30]4[CH:29]=[C:28]([NH:27][C:10](=[O:12])[C:9]5[CH:13]=[CH:14][CH:15]=[C:7]([N:3]6[CH2:4][CH2:5][CH2:6][C:2]6=[O:1])[CH:8]=5)[CH:49]=[CH:48][CH:47]=4)=[N:37][N:36]3[CH:38]=2)=[O:43])[CH2:45][CH2:46]1. The yield is 0.700.